From a dataset of Full USPTO retrosynthesis dataset with 1.9M reactions from patents (1976-2016). Predict the reactants needed to synthesize the given product. Given the product [C:1]([O:5][C:6]([NH:7][C@@:8]1([C:9]([OH:16])=[O:14])[CH2:13][C@@H:12]1[CH2:11][OH:10])=[O:15])([CH3:4])([CH3:3])[CH3:2], predict the reactants needed to synthesize it. The reactants are: [C:1]([O:5][C:6](=[O:15])[NH:7][C:8]12[CH2:13][CH:12]1[CH2:11][O:10][C:9]2=[O:14])([CH3:4])([CH3:3])[CH3:2].[OH2:16].[OH-].[Li+].